This data is from Reaction yield outcomes from USPTO patents with 853,638 reactions. The task is: Predict the reaction yield, written as a fraction of the theoretical maximum amount of product (1.0 means a 100% yield; for example, 0.34 means a 34% yield). (1) The reactants are [Li+].CC([N-]C(C)C)C.[Cl:9][C:10]1[CH:15]=[CH:14][N:13]=[CH:12][CH:11]=1.[C:16](=[O:18])=[O:17]. The product is [Cl:9][C:10]1[C:15]([C:16]([OH:18])=[O:17])=[CH:14][N:13]=[CH:12][CH:11]=1. The catalyst is C1COCC1. The yield is 0.610. (2) The reactants are [CH2:1]([O:3][C:4]([C:6]1[CH:7]=[N:8][N:9]([C:11]2[N:15]([CH2:16][O:17][CH2:18][CH2:19][O:20][CH3:21])[C:14]3[CH:22]=[C:23]([S:30][CH2:31][CH3:32])[C:24]([C:26]([F:29])([F:28])[F:27])=[CH:25][C:13]=3[N:12]=2)[CH:10]=1)=[O:5])[CH3:2].CO.[OH:35][O:36][S:37]([O-:39])=O.[K+].S([O-])(O[O-])(=O)=O.[K+].[K+].[CH3:49][CH2:50]OC(C)=O. The catalyst is O. The product is [CH2:1]([O:3][C:4]([C:6]1[CH:7]=[N:8][N:9]([C:11]2[N:15]([CH2:16][O:17][CH2:18][CH2:19][O:20][CH3:21])[C:14]3[CH:22]=[C:23]([S:30]([CH2:31][CH3:32])=[O:35])[C:24]([C:26]([F:29])([F:27])[F:28])=[CH:25][C:13]=3[N:12]=2)[CH:10]=1)=[O:5])[CH3:2].[CH2:1]([O:3][C:4]([C:6]1[CH:7]=[N:8][N:9]([C:11]2[N:15]([CH2:16][O:17][CH2:18][CH2:19][O:20][CH3:21])[C:14]3[CH:22]=[C:23]([S:37]([CH2:49][CH3:50])(=[O:39])=[O:36])[C:24]([C:26]([F:28])([F:29])[F:27])=[CH:25][C:13]=3[N:12]=2)[CH:10]=1)=[O:5])[CH3:2]. The yield is 0.450. (3) The yield is 0.560. The catalyst is CO.O. The product is [CH3:4][C:2]([S:5]([C:6]1[CH:11]=[CH:10][C:9]([N+:12]([O-:14])=[O:13])=[CH:8][C:7]=1[Br:15])(=[O:16])=[O:22])([CH3:1])[CH3:3]. The reactants are [CH3:1][C:2]([S:5][C:6]1[CH:11]=[CH:10][C:9]([N+:12]([O-:14])=[O:13])=[CH:8][C:7]=1[Br:15])([CH3:4])[CH3:3].[OH:16]OS([O-])=O.[K+].[OH-:22].[Na+].C(Cl)Cl. (4) The reactants are Br[C:2]1[N:19]([CH2:20][O:21][CH2:22][CH2:23][Si:24]([CH3:27])([CH3:26])[CH3:25])[C:5]2[CH:6]=[N:7][N:8]([CH2:11][O:12][CH2:13][CH2:14][Si:15]([CH3:18])([CH3:17])[CH3:16])[C:9](=[O:10])[C:4]=2[C:3]=1[CH3:28].[CH:29]1([O:32][C:33]2[CH:34]=[C:35](B3OC(C)(C)C(C)(C)O3)[CH:36]=[CH:37][C:38]=2[O:39][CH:40]([F:42])[F:41])[CH2:31][CH2:30]1.C1(C)C=CC=CC=1.P([O-])([O-])([O-])=O.[K+].[K+].[K+]. The catalyst is C([O-])(=O)C.[Pd+2].C([O-])(=O)C.C(P(C12CC3CC(CC(C3)C1)C2)C12CC3CC(CC(C3)C1)C2)CCC.O. The product is [CH:29]1([O:32][C:33]2[CH:34]=[C:35]([C:2]3[N:19]([CH2:20][O:21][CH2:22][CH2:23][Si:24]([CH3:27])([CH3:26])[CH3:25])[C:5]4[CH:6]=[N:7][N:8]([CH2:11][O:12][CH2:13][CH2:14][Si:15]([CH3:18])([CH3:16])[CH3:17])[C:9](=[O:10])[C:4]=4[C:3]=3[CH3:28])[CH:36]=[CH:37][C:38]=2[O:39][CH:40]([F:41])[F:42])[CH2:30][CH2:31]1. The yield is 0.840. (5) The reactants are [Br:1][C:2]1[CH:3]=[C:4]([CH:22]=[C:23]([F:25])[CH:24]=1)[CH2:5][NH:6][C:7]([C@@H:9]1[CH2:13][C:12](=[O:14])[CH2:11][N:10]1[C:15]([O:17][C:18]([CH3:21])([CH3:20])[CH3:19])=[O:16])=[O:8].[CH3:26][Mg]Br.C(OCC)C. The catalyst is O1CCCC1. The product is [Br:1][C:2]1[CH:3]=[C:4]([CH:22]=[C:23]([F:25])[CH:24]=1)[CH2:5][NH:6][C:7]([C@@H:9]1[CH2:13][C@:12]([OH:14])([CH3:26])[CH2:11][N:10]1[C:15]([O:17][C:18]([CH3:21])([CH3:19])[CH3:20])=[O:16])=[O:8]. The yield is 0.640. (6) The reactants are [Br:1][C:2]1[CH:6]=[N:5][N:4]([CH3:7])[C:3]=1[C:8]1[CH:19]=[C:18]([N+:20]([O-])=O)[CH:17]=[CH:16][C:9]=1[O:10][CH2:11][CH2:12][N:13]([CH3:15])[CH3:14]. The catalyst is CCO. The product is [Br:1][C:2]1[CH:6]=[N:5][N:4]([CH3:7])[C:3]=1[C:8]1[CH:19]=[C:18]([NH2:20])[CH:17]=[CH:16][C:9]=1[O:10][CH2:11][CH2:12][N:13]([CH3:14])[CH3:15]. The yield is 0.560. (7) The reactants are [CH3:16][C:11]1([CH3:17])[C:12]([CH3:15])([CH3:14])[O:13][B:9]([B:9]2[O:13][C:12]([CH3:15])([CH3:14])[C:11]([CH3:17])([CH3:16])[O:10]2)[O:10]1.[Cl:19][C:20]1[CH:25]=[CH:24][CH:23]=[C:22]([Cl:26])[C:21]=1[C:27]([F:30])([F:29])[F:28]. The catalyst is CCCCCCC.CC(C1C=CC=C(C(C)C)C=1N=CC1C=CC=CN=1)C. The product is [Cl:19][C:20]1[CH:25]=[C:24]([B:9]2[O:10][C:11]([CH3:16])([CH3:17])[C:12]([CH3:14])([CH3:15])[O:13]2)[CH:23]=[C:22]([Cl:26])[C:21]=1[C:27]([F:28])([F:29])[F:30]. The yield is 0.860.